Dataset: Forward reaction prediction with 1.9M reactions from USPTO patents (1976-2016). Task: Predict the product of the given reaction. (1) Given the reactants Br[C:2]1[S:6][CH:5]=[N:4][C:3]=1[CH:7]([CH3:9])[CH3:8].[C:10](=O)([O-])[O-].[K+].[K+].[CH3:16][O:17][C:18](=[O:41])[C:19]1C=C(B2OC(C)(C)C(C)(C)O2)C=[C:21]([C:34]2[CH:39]=[CH:38][C:37]([CH3:40])=[CH:36][N:35]=2)[CH:20]=1.CCO[C:45]([CH3:47])=O, predict the reaction product. The product is: [CH3:16][O:17][C:18](=[O:41])[C:19]1[CH:20]=[C:21]([C:34]2[CH:39]=[CH:38][C:37]([CH3:40])=[CH:36][N:35]=2)[CH:9]=[C:7]([C:3]2[N:4]=[CH:5][S:6][C:2]=2[CH:45]([CH3:47])[CH3:10])[CH:8]=1. (2) Given the reactants [O:1]1[C:5]2[CH:6]=[CH:7][CH:8]=[CH:9][C:4]=2[C:3]([NH:10][C:11]([N:13]2[CH2:18][CH2:17][N:16]([C:19]3[S:23][N:22]=[C:21]([N:24]4[CH2:29][CH2:28][NH:27][CH2:26][CH2:25]4)[N:20]=3)[CH2:15][CH2:14]2)=[O:12])=[N:2]1.ON1C2C=CC=CC=2N=N1.Cl.CN(C)CCCN=C=NCC.[C:52]([O:56][C:57]([NH:59][CH2:60][C:61](O)=[O:62])=[O:58])([CH3:55])([CH3:54])[CH3:53], predict the reaction product. The product is: [O:1]1[C:5]2[CH:6]=[CH:7][CH:8]=[CH:9][C:4]=2[C:3]([NH:10][C:11]([N:13]2[CH2:14][CH2:15][N:16]([C:19]3[S:23][N:22]=[C:21]([N:24]4[CH2:25][CH2:26][N:27]([C:61](=[O:62])[CH2:60][NH:59][C:57](=[O:58])[O:56][C:52]([CH3:53])([CH3:54])[CH3:55])[CH2:28][CH2:29]4)[N:20]=3)[CH2:17][CH2:18]2)=[O:12])=[N:2]1. (3) Given the reactants [CH3:1][C:2]1[C:7]([C:8]([OH:10])=O)=[CH:6][N:5]=[C:4]([C:11]2[N:16]=[CH:15][CH:14]=[CH:13][N:12]=2)[N:3]=1.[NH2:17][N:18]1[C:26]2[C:21](=[CH:22][C:23]([F:27])=[CH:24][CH:25]=2)[C:20]([CH2:28][CH2:29][C:30]([CH3:33])([OH:32])[CH3:31])=[CH:19]1.C[N+]1(C2N=C(OC)N=C(OC)N=2)CCOCC1.[Cl-], predict the reaction product. The product is: [F:27][C:23]1[CH:22]=[C:21]2[C:26](=[CH:25][CH:24]=1)[N:18]([NH:17][C:8]([C:7]1[C:2]([CH3:1])=[N:3][C:4]([C:11]3[N:16]=[CH:15][CH:14]=[CH:13][N:12]=3)=[N:5][CH:6]=1)=[O:10])[CH:19]=[C:20]2[CH2:28][CH2:29][C:30]([OH:32])([CH3:31])[CH3:33]. (4) Given the reactants Cl.[NH2:2][CH2:3][C:4]1[CH:9]=[C:8]([F:10])[C:7]([NH:11][S:12]([CH3:15])(=[O:14])=[O:13])=[C:6]([C:16]#[CH:17])[CH:5]=1.[C:18]([C:22]1[N:27]=[CH:26][C:25]([O:28][CH2:29][C:30](O)=[O:31])=[CH:24][CH:23]=1)([CH3:21])([CH3:20])[CH3:19].CN1C(=O)CCC1, predict the reaction product. The product is: [C:18]([C:22]1[N:27]=[CH:26][C:25]([O:28][CH2:29][C:30]([NH:2][CH2:3][C:4]2[CH:9]=[C:8]([F:10])[C:7]([NH:11][S:12]([CH3:15])(=[O:14])=[O:13])=[C:6]([C:16]#[CH:17])[CH:5]=2)=[O:31])=[CH:24][CH:23]=1)([CH3:21])([CH3:19])[CH3:20]. (5) Given the reactants [CH3:1][C:2]([CH3:7])([CH3:6])[CH2:3][CH2:4][OH:5].C(N(CC)CC)C.[CH3:15][S:16](Cl)(=[O:18])=[O:17].O, predict the reaction product. The product is: [CH3:15][S:16]([O:5][CH2:4][CH2:3][C:2]([CH3:7])([CH3:6])[CH3:1])(=[O:18])=[O:17]. (6) Given the reactants [Cl:1][C:2]1[CH:3]=[C:4]([C:10]2([C:24]([F:27])([F:26])[F:25])[O:14][N:13]=[C:12]([C:15]3[CH:16]=[CH:17][C:18]([F:23])=[C:19]([CH2:21][NH2:22])[CH:20]=3)[CH2:11]2)[CH:5]=[C:6]([Cl:9])[C:7]=1[F:8].[F:28][C:29]1([F:36])[CH2:32][CH:31]([C:33](O)=[O:34])[CH2:30]1.CN(C(ON1N=NC2C=CC=CC1=2)=[N+](C)C)C.F[P-](F)(F)(F)(F)F.C1C=CC2N(O)N=NC=2C=1.CCN(C(C)C)C(C)C.FC(F)(F)C(O)=O, predict the reaction product. The product is: [Cl:1][C:2]1[CH:3]=[C:4]([C:10]2([C:24]([F:26])([F:27])[F:25])[O:14][N:13]=[C:12]([C:15]3[CH:16]=[CH:17][C:18]([F:23])=[C:19]([CH:20]=3)[CH2:21][NH:22][C:33]([CH:31]3[CH2:32][C:29]([F:36])([F:28])[CH2:30]3)=[O:34])[CH2:11]2)[CH:5]=[C:6]([Cl:9])[C:7]=1[F:8]. (7) Given the reactants [Cl:1][C:2]1[CH:7]=[CH:6][CH:5]=[CH:4][C:3]=1[N:8]1[C:12]([O:13][C:14]2[CH:19]=[CH:18][CH:17]=[CH:16][C:15]=2[N+:20]([O-])=O)=[CH:11][C:10]([CH3:23])=[N:9]1.O.[Cl-].[NH4+], predict the reaction product. The product is: [Cl:1][C:2]1[CH:7]=[CH:6][CH:5]=[CH:4][C:3]=1[N:8]1[C:12]([O:13][C:14]2[CH:19]=[CH:18][CH:17]=[CH:16][C:15]=2[NH2:20])=[CH:11][C:10]([CH3:23])=[N:9]1.